This data is from Peptide-MHC class II binding affinity with 134,281 pairs from IEDB. The task is: Regression. Given a peptide amino acid sequence and an MHC pseudo amino acid sequence, predict their binding affinity value. This is MHC class II binding data. (1) The peptide sequence is QRMMAEIDTDGDGFI. The MHC is DRB1_0405 with pseudo-sequence DRB1_0405. The binding affinity (normalized) is 0.403. (2) The peptide sequence is TFAATHNPWASQAG. The MHC is DRB1_0701 with pseudo-sequence DRB1_0701. The binding affinity (normalized) is 0.346. (3) The peptide sequence is VDIINRWQVVAPQLP. The MHC is DRB1_1602 with pseudo-sequence DRB1_1602. The binding affinity (normalized) is 0.189. (4) The peptide sequence is SVLLVVVLFAVFLGS. The MHC is DRB3_0101 with pseudo-sequence DRB3_0101. The binding affinity (normalized) is 0.155. (5) The peptide sequence is SQDLELMWNLNGLQAY. The MHC is DRB1_0401 with pseudo-sequence DRB1_0401. The binding affinity (normalized) is 0.131. (6) The peptide sequence is IFFMSPKGISRMSMA. The MHC is DRB1_1101 with pseudo-sequence DRB1_1101. The binding affinity (normalized) is 0.787. (7) The peptide sequence is AEMVIHHQHVQDCDE. The MHC is DRB1_0301 with pseudo-sequence DRB1_0301. The binding affinity (normalized) is 0.437. (8) The peptide sequence is QVAQYKALPVVLENA. The MHC is DRB3_0101 with pseudo-sequence DRB3_0101. The binding affinity (normalized) is 0.175.